Dataset: CYP2C19 inhibition data for predicting drug metabolism from PubChem BioAssay. Task: Regression/Classification. Given a drug SMILES string, predict its absorption, distribution, metabolism, or excretion properties. Task type varies by dataset: regression for continuous measurements (e.g., permeability, clearance, half-life) or binary classification for categorical outcomes (e.g., BBB penetration, CYP inhibition). Dataset: cyp2c19_veith. (1) The compound is CCOC(=O)c1sc(NC(=O)CSc2n[nH]c(-c3ccc(Cl)cc3Cl)n2)c(C#N)c1C. The result is 1 (inhibitor). (2) The drug is NCC(=O)N[C@H](CO)C(=O)O. The result is 0 (non-inhibitor). (3) The drug is Cc1ccccc1-c1nc(N(C)Cc2ccco2)c2ccccc2n1. The result is 1 (inhibitor). (4) The molecule is CC(C)(C)N1C(=O)[C@H]2CC[C@@H]3/C(=N\OC[C@@H](O)COCc4ccco4)C[C@@H](O)[C@@H](O)[C@@H]3[C@@H]2C1=O. The result is 0 (non-inhibitor). (5) The drug is COc1ccccc1-c1cncnc1NCc1cccnc1. The result is 1 (inhibitor). (6) The drug is CS(=O)(=O)Nc1c(O)ccc2c1CCC[C@H]2C1=NCCN1. The result is 0 (non-inhibitor).